Dataset: Peptide-MHC class II binding affinity with 134,281 pairs from IEDB. Task: Regression. Given a peptide amino acid sequence and an MHC pseudo amino acid sequence, predict their binding affinity value. This is MHC class II binding data. The MHC is HLA-DQA10501-DQB10402 with pseudo-sequence HLA-DQA10501-DQB10402. The peptide sequence is RMRRPTGKVTLEADV. The binding affinity (normalized) is 0.327.